Dataset: Catalyst prediction with 721,799 reactions and 888 catalyst types from USPTO. Task: Predict which catalyst facilitates the given reaction. (1) The catalyst class is: 3. Reactant: Br[CH2:2][CH2:3][OH:4].C(=O)([O-])[O-].[K+].[K+].[NH2:11][C@H:12]1[CH2:17][CH2:16][CH2:15][N:14]([CH2:18][C:19]2[C:28]([Cl:29])=[C:27]3[C:22]([C:23](=[O:43])[N:24]([CH2:30][C:31]4[CH:36]=[C:35]([Cl:37])[CH:34]=[CH:33][C:32]=4[S:38]([CH2:41][CH3:42])(=[O:40])=[O:39])[CH:25]=[N:26]3)=[CH:21][C:20]=2[C:44]([F:47])([F:46])[F:45])[CH2:13]1.O. Product: [Cl:29][C:28]1[C:19]([CH2:18][N:14]2[CH2:15][CH2:16][CH2:17][C@H:12]([NH:11][CH2:2][CH2:3][OH:4])[CH2:13]2)=[C:20]([C:44]([F:45])([F:46])[F:47])[CH:21]=[C:22]2[C:27]=1[N:26]=[CH:25][N:24]([CH2:30][C:31]1[CH:36]=[C:35]([Cl:37])[CH:34]=[CH:33][C:32]=1[S:38]([CH2:41][CH3:42])(=[O:40])=[O:39])[C:23]2=[O:43]. (2) Reactant: [OH-].[Na+].[NH2:3][C:4]1[C:41]([C:42]([F:45])([F:44])[F:43])=[CH:40][C:7]([CH2:8][C:9]([CH2:20][C:21](=[O:39])[N:22]2[CH2:27][CH2:26][CH:25]([N:28]3[CH2:37][C:36]4[C:31](=[CH:32][CH:33]=[CH:34][CH:35]=4)[NH:30][C:29]3=[O:38])[CH2:24][CH2:23]2)(C(OCC)=O)[C:10]([O:12]CC)=[O:11])=[CH:6][C:5]=1[Cl:46]. Product: [NH2:3][C:4]1[C:41]([C:42]([F:44])([F:43])[F:45])=[CH:40][C:7]([CH2:8][CH:9]([CH2:20][C:21](=[O:39])[N:22]2[CH2:27][CH2:26][CH:25]([N:28]3[CH2:37][C:36]4[C:31](=[CH:32][CH:33]=[CH:34][CH:35]=4)[NH:30][C:29]3=[O:38])[CH2:24][CH2:23]2)[C:10]([OH:12])=[O:11])=[CH:6][C:5]=1[Cl:46]. The catalyst class is: 315. (3) Reactant: C(OC(=O)[NH:10][C:11]([CH3:24])([CH2:13][CH2:14][N:15]([CH2:20][CH2:21][O:22][CH3:23])[CH2:16][CH2:17][O:18][CH3:19])[CH3:12])C1C=CC=CC=1. Product: [CH3:23][O:22][CH2:21][CH2:20][N:15]([CH2:16][CH2:17][O:18][CH3:19])[CH2:14][CH2:13][C:11]([CH3:24])([NH2:10])[CH3:12]. The catalyst class is: 137. (4) Reactant: [NH2:1][C:2]1[CH:7]=[CH:6][C:5](/[CH:8]=[CH:9]/[C:10]2[CH:15]=[CH:14][CH:13]=[CH:12][CH:11]=2)=[CH:4][CH:3]=1.C(N(CC)CC)C.[C:23]1(=[O:30])[O:29][C:27](=[O:28])[CH2:26][CH2:25][CH2:24]1.O.CCOC(C)=O. Product: [O:30]=[C:23]([NH:1][C:2]1[CH:3]=[CH:4][C:5](/[CH:8]=[CH:9]/[C:10]2[CH:11]=[CH:12][CH:13]=[CH:14][CH:15]=2)=[CH:6][CH:7]=1)[CH2:24][CH2:25][CH2:26][C:27]([OH:29])=[O:28]. The catalyst class is: 172. (5) Reactant: [N:1]1[CH:6]=[CH:5][C:4]([C:7]2[S:8][CH:9]=[C:10]([CH2:12][C:13]([NH2:15])=[O:14])[N:11]=2)=[CH:3][CH:2]=1.CN(C)[CH:18]=[C:19]([O:22][CH2:23][C:24]1[CH:29]=[CH:28][CH:27]=[CH:26][CH:25]=1)[CH:20]=O.[H-].[Na+]. Product: [C:24]1([CH2:23][O:22][C:19]2[CH:20]=[C:12]([C:10]3[N:11]=[C:7]([C:4]4[CH:5]=[CH:6][N:1]=[CH:2][CH:3]=4)[S:8][CH:9]=3)[C:13](=[O:14])[NH:15][CH:18]=2)[CH:29]=[CH:28][CH:27]=[CH:26][CH:25]=1. The catalyst class is: 121. (6) Reactant: I[CH2:2][CH3:3].[CH2:4]([NH:11][C:12](=[O:34])[N:13]([C:15]1[CH:16]=[C:17]([C:21]2[CH:26]=[CH:25][C:24]([CH2:27][CH2:28][C:29]([O:31][CH3:32])=[O:30])=[CH:23][C:22]=2[OH:33])[CH:18]=[CH:19][CH:20]=1)[CH3:14])[CH2:5][CH2:6][CH2:7][CH2:8][CH2:9][CH3:10].C(=O)([O-])[O-].[K+].[K+]. Product: [CH2:2]([O:33][C:22]1[CH:23]=[C:24]([CH2:27][CH2:28][C:29]([O:31][CH3:32])=[O:30])[CH:25]=[CH:26][C:21]=1[C:17]1[CH:18]=[CH:19][CH:20]=[C:15]([N:13]([CH3:14])[C:12]([NH:11][CH2:4][CH2:5][CH2:6][CH2:7][CH2:8][CH2:9][CH3:10])=[O:34])[CH:16]=1)[CH3:3]. The catalyst class is: 311.